Dataset: Catalyst prediction with 721,799 reactions and 888 catalyst types from USPTO. Task: Predict which catalyst facilitates the given reaction. (1) Reactant: F[C:2](F)(F)[C:3]([OH:5])=O.C([Zn]CC)C.ICI.[C:16]([C:19]1[CH:27]=[CH:26][CH:25]=[C:24]2[C:20]=1[CH2:21][CH2:22][C:23]2=O)([CH3:18])=C. Product: [CH3:27][C:19]1([C:20]2[CH:24]=[CH:25][CH:26]=[C:2]3[C:21]=2[CH2:22][CH2:23][C:3]3=[O:5])[CH2:16][CH2:18]1. The catalyst class is: 4. (2) Reactant: C1(C)C=CC=CC=1.C(=O)([O-])O.[Na+].I[C:14]1[C:19]([O:20][C:21]2[C:30]3[C:25](=[CH:26][C:27]([O:33][CH3:34])=[C:28]([O:31][CH3:32])[CH:29]=3)[N:24]=[CH:23][CH:22]=2)=[CH:18][CH:17]=[C:16]([CH3:35])[N:15]=1.[CH3:36][N:37]([CH3:47])[C:38]1[CH:43]=[CH:42][C:41](B(O)O)=[CH:40][CH:39]=1. Product: [CH3:32][O:31][C:28]1[CH:29]=[C:30]2[C:25](=[CH:26][C:27]=1[O:33][CH3:34])[N:24]=[CH:23][CH:22]=[C:21]2[O:20][C:19]1[C:14]([C:41]2[CH:42]=[CH:43][C:38]([N:37]([CH3:47])[CH3:36])=[CH:39][CH:40]=2)=[N:15][C:16]([CH3:35])=[CH:17][CH:18]=1. The catalyst class is: 145. (3) Reactant: [C:1]([C:5]1[CH:10]=[CH:9][C:8]([S:11]([NH:14][C:15]2[C:16]([C:22]([C:24]3[CH:25]=[N:26][C:27](Cl)=[CH:28][CH:29]=3)=[O:23])=[N:17][CH:18]=[C:19]([Cl:21])[CH:20]=2)(=[O:13])=[O:12])=[CH:7][CH:6]=1)([CH3:4])([CH3:3])[CH3:2].[OH-].[NH4+:32]. Product: [NH2:32][C:27]1[N:26]=[CH:25][C:24]([C:22]([C:16]2[C:15]([NH:14][S:11]([C:8]3[CH:7]=[CH:6][C:5]([C:1]([CH3:4])([CH3:2])[CH3:3])=[CH:10][CH:9]=3)(=[O:12])=[O:13])=[CH:20][C:19]([Cl:21])=[CH:18][N:17]=2)=[O:23])=[CH:29][CH:28]=1. The catalyst class is: 1. (4) Reactant: [C:1]1([S:7]([N:10]2[C:18]3[C:13](=[C:14]4[CH2:23][N:22](C(OC(C)(C)C)=O)[CH2:21][CH2:20][O:19][C:15]4=[CH:16][CH:17]=3)[CH:12]=[CH:11]2)(=[O:9])=[O:8])[CH:6]=[CH:5][CH:4]=[CH:3][CH:2]=1.[Cl:31]N1C(=O)CCC1=O.[C:39]([OH:45])([C:41]([F:44])([F:43])[F:42])=[O:40]. Product: [F:42][C:41]([F:44])([F:43])[C:39]([OH:45])=[O:40].[Cl:31][C:12]1[C:13]2[C:18](=[CH:17][CH:16]=[C:15]3[O:19][CH2:20][CH2:21][NH:22][CH2:23][C:14]3=2)[N:10]([S:7]([C:1]2[CH:6]=[CH:5][CH:4]=[CH:3][CH:2]=2)(=[O:9])=[O:8])[CH:11]=1. The catalyst class is: 22.